The task is: Predict the product of the given reaction.. This data is from Forward reaction prediction with 1.9M reactions from USPTO patents (1976-2016). (1) Given the reactants [F:1][CH:2]([F:16])[C:3]1[NH:4][C:5]2[C:10]([CH:11]=1)=[C:9]([C:12]#[N:13])[C:8]([C:14]#[N:15])=[CH:7][CH:6]=2.[Br:17][C:18]1[CH:19]=[N:20][CH:21]=[C:22]([C:24]2[O:25][C:26]([CH2:29]Cl)=[N:27][N:28]=2)[CH:23]=1, predict the reaction product. The product is: [Br:17][C:18]1[CH:23]=[C:22]([C:24]2[O:25][C:26]([CH2:29][N:4]3[C:5]4[C:10](=[C:9]([C:12]#[N:13])[C:8]([C:14]#[N:15])=[CH:7][CH:6]=4)[CH:11]=[C:3]3[CH:2]([F:1])[F:16])=[N:27][N:28]=2)[CH:21]=[N:20][CH:19]=1. (2) Given the reactants C[O:2][C:3](=[O:30])[C:4]1[CH:9]=[CH:8][C:7]([CH2:10][CH2:11][CH2:12][N:13]2[C:17](=[O:18])[CH2:16][CH2:15][CH:14]2[CH2:19][CH2:20][CH:21]([OH:29])[CH2:22][C:23]2[CH:28]=[CH:27][CH:26]=[CH:25][CH:24]=2)=[CH:6][CH:5]=1.[OH-].[Na+], predict the reaction product. The product is: [OH:29][CH:21]([CH2:22][C:23]1[CH:24]=[CH:25][CH:26]=[CH:27][CH:28]=1)[CH2:20][CH2:19][CH:14]1[CH2:15][CH2:16][C:17](=[O:18])[N:13]1[CH2:12][CH2:11][CH2:10][C:7]1[CH:6]=[CH:5][C:4]([C:3]([OH:30])=[O:2])=[CH:9][CH:8]=1. (3) Given the reactants [O:1]=[C:2]1[CH2:7][CH2:6][CH:5]([O:8][C:9](=[O:18])[CH:10]=[CH:11][C:12]2[CH:17]=[CH:16][CH:15]=[CH:14][CH:13]=2)[CH2:4][CH2:3]1.ClC1C=C(C=CC=1)C(OO)=[O:24], predict the reaction product. The product is: [O:24]=[C:2]1[O:1][CH2:7][CH2:6][CH:5]([O:8][C:9](=[O:18])[CH:10]=[CH:11][C:12]2[CH:17]=[CH:16][CH:15]=[CH:14][CH:13]=2)[CH2:4][CH2:3]1. (4) Given the reactants OO.[CH:3]([OH:5])=O.[CH2:6]([O:13][C:14]1[C:21]([O:22][CH2:23][C:24]2[CH:29]=[CH:28][CH:27]=[CH:26][CH:25]=2)=[C:20]([O:30][CH2:31][C:32]2[CH:37]=[CH:36][CH:35]=[CH:34][CH:33]=2)C=C[C:15]=1[CH:16]=O)[C:7]1[CH:12]=[CH:11][CH:10]=[CH:9][CH:8]=1.Cl, predict the reaction product. The product is: [CH2:31]([O:30][C:20]1[C:21]([O:22][CH2:23][C:24]2[CH:25]=[CH:26][CH:27]=[CH:28][CH:29]=2)=[C:14]([O:13][CH2:6][C:7]2[CH:8]=[CH:9][CH:10]=[CH:11][CH:12]=2)[CH:15]=[CH:16][C:3]=1[OH:5])[C:32]1[CH:33]=[CH:34][CH:35]=[CH:36][CH:37]=1.